This data is from Reaction yield outcomes from USPTO patents with 853,638 reactions. The task is: Predict the reaction yield, written as a fraction of the theoretical maximum amount of product (1.0 means a 100% yield; for example, 0.34 means a 34% yield). (1) The reactants are Br[C:2]1[C:6]([Br:7])=[CH:5][S:4][C:3]=1[C:8](=O)[CH2:9][CH2:10][CH2:11][CH2:12][CH2:13][CH3:14].C(=O)([O-])[O-].[K+].[K+].[CH2:22]([O:24][C:25](=[O:28])[CH2:26][SH:27])[CH3:23]. The catalyst is CN(C)C=O.C1OCCOC2C(=CC=CC=2)OCCOCCOC2C(=CC=CC=2)OC1. The product is [CH2:22]([O:24][C:25]([C:26]1[S:27][C:2]2[C:6]([Br:7])=[CH:5][S:4][C:3]=2[C:8]=1[CH2:9][CH2:10][CH2:11][CH2:12][CH2:13][CH3:14])=[O:28])[CH3:23]. The yield is 0.940. (2) The reactants are [CH3:1][O:2][C:3]1[CH:4]=[C:5]([CH:9]=[CH:10][CH:11]=1)[CH2:6]CN.[C:12](=[O:15])([O-:14])[O-].[Cs+].[Cs+].[CH2:18](Br)[CH:19]=[CH:20][C:21]1[CH:26]=[CH:25][CH:24]=[CH:23][CH:22]=1.[CH3:28][N:29](C=[O:32])C. The catalyst is O. The product is [C:3]([OH:2])(=[O:32])/[CH:11]=[CH:10]/[C:12]([OH:14])=[O:15].[CH3:1][O:2][C:3]1[C:4]2[CH:20]([C:21]3[CH:26]=[CH:25][CH:24]=[CH:23][CH:22]=3)[CH2:19][CH2:18][N:29]([CH3:28])[CH2:6][C:5]=2[CH:9]=[CH:10][CH:11]=1. The yield is 0.580. (3) The reactants are [CH3:1][C:2]1[C:7]2[N:8]=[C:9](N)[S:10][C:6]=2[CH:5]=[CH:4][CH:3]=1.C([CH2:14][O:15][C:16]1[C:17]([F:26])=[C:18]([C:23]([NH2:25])=[O:24])[C:19]([F:22])=[CH:20][CH:21]=1)#N. No catalyst specified. The product is [F:26][C:17]1[C:16]([O:15][CH2:14][C:9]2[S:10][C:6]3[CH:5]=[CH:4][CH:3]=[C:2]([CH3:1])[C:7]=3[N:8]=2)=[CH:21][CH:20]=[C:19]([F:22])[C:18]=1[C:23]([NH2:25])=[O:24]. The yield is 0.360.